From a dataset of Retrosynthesis with 50K atom-mapped reactions and 10 reaction types from USPTO. Predict the reactants needed to synthesize the given product. Given the product CC(C)(C)c1noc(N2CCC(N(C(=O)c3cc(-c4ccc(C#N)cc4F)no3)C3CC3)CC2)n1, predict the reactants needed to synthesize it. The reactants are: CC(C)(C)c1noc(N2CCC(NC3CC3)CC2)n1.N#Cc1ccc(-c2cc(C(=O)O)on2)c(F)c1.